Regression. Given a peptide amino acid sequence and an MHC pseudo amino acid sequence, predict their binding affinity value. This is MHC class I binding data. From a dataset of Peptide-MHC class I binding affinity with 185,985 pairs from IEDB/IMGT. The MHC is HLA-A33:01 with pseudo-sequence HLA-A33:01. The peptide sequence is FVKFNDYRK. The binding affinity (normalized) is 0.169.